From a dataset of NCI-60 drug combinations with 297,098 pairs across 59 cell lines. Regression. Given two drug SMILES strings and cell line genomic features, predict the synergy score measuring deviation from expected non-interaction effect. (1) Drug 1: CCCCCOC(=O)NC1=NC(=O)N(C=C1F)C2C(C(C(O2)C)O)O. Drug 2: C1CN1C2=NC(=NC(=N2)N3CC3)N4CC4. Cell line: HOP-62. Synergy scores: CSS=32.0, Synergy_ZIP=-3.23, Synergy_Bliss=-5.07, Synergy_Loewe=-38.7, Synergy_HSA=-3.48. (2) Drug 1: COC1=C2C(=CC3=C1OC=C3)C=CC(=O)O2. Drug 2: C1C(C(OC1N2C=NC(=NC2=O)N)CO)O. Cell line: SK-MEL-2. Synergy scores: CSS=6.45, Synergy_ZIP=3.86, Synergy_Bliss=4.24, Synergy_Loewe=-8.17, Synergy_HSA=-0.993. (3) Drug 1: C1=CC(=CC=C1CCC2=CNC3=C2C(=O)NC(=N3)N)C(=O)NC(CCC(=O)O)C(=O)O. Drug 2: C1=CC(=CC=C1C#N)C(C2=CC=C(C=C2)C#N)N3C=NC=N3. Cell line: M14. Synergy scores: CSS=24.7, Synergy_ZIP=1.19, Synergy_Bliss=1.04, Synergy_Loewe=-13.1, Synergy_HSA=0.311. (4) Drug 1: C1CCC(C(C1)N)N.C(=O)(C(=O)[O-])[O-].[Pt+4]. Drug 2: C1CN(P(=O)(OC1)NCCCl)CCCl. Cell line: MDA-MB-231. Synergy scores: CSS=-5.62, Synergy_ZIP=-12.8, Synergy_Bliss=-37.3, Synergy_Loewe=-28.1, Synergy_HSA=-40.3.